This data is from Full USPTO retrosynthesis dataset with 1.9M reactions from patents (1976-2016). The task is: Predict the reactants needed to synthesize the given product. (1) Given the product [Cl:48][C:49]1[CH:54]=[C:53]([C:2]2[CH:3]=[C:4]([N:8]3[CH2:17][CH:16]4[N:12]([CH2:13][CH2:14][CH2:15]4)[C:11]4[N:18]=[C:19]([S:22][CH3:23])[N:20]=[CH:21][C:10]=4[C:9]3=[O:24])[CH:5]=[CH:6][CH:7]=2)[CH:52]=[CH:51][N:50]=1, predict the reactants needed to synthesize it. The reactants are: Br[C:2]1[CH:3]=[C:4]([N:8]2[CH2:17][C@H:16]3[N:12]([CH2:13][CH2:14][CH2:15]3)[C:11]3[N:18]=[C:19]([S:22][CH3:23])[N:20]=[CH:21][C:10]=3[C:9]2=[O:24])[CH:5]=[CH:6][CH:7]=1.B1(B2OC(C)(C)C(C)(C)O2)OC(C)(C)C(C)(C)O1.C([O-])(=O)C.[K+].[Cl:48][C:49]1[CH:54]=[C:53](I)[CH:52]=[CH:51][N:50]=1.C(=O)([O-])[O-].[Na+].[Na+]. (2) Given the product [CH3:4][C:5]1[CH:10]=[C:9]([CH3:11])[CH:8]=[CH:7][C:6]=1[CH:12]([NH:13][S:14]([C:16]([CH3:19])([CH3:18])[CH3:17])=[O:15])[CH3:22], predict the reactants needed to synthesize it. The reactants are: C[Mg]Br.[CH3:4][C:5]1[CH:10]=[C:9]([CH3:11])[CH:8]=[CH:7][C:6]=1/[CH:12]=[N:13]/[S:14]([C:16]([CH3:19])([CH3:18])[CH3:17])=[O:15].[Cl-].[NH4+].[CH2:22](Cl)Cl. (3) The reactants are: [C:1]([O:5][C:6]([C@@H:8]([C:14]1[CH:19]=[C:18]([N+]([O-])=O)[CH:17]=[CH:16][C:15]=1[S:23][CH:24]([CH3:26])[CH3:25])[CH2:9][C:10]([O:12][CH3:13])=[O:11])=[O:7])([CH3:4])([CH3:3])[CH3:2].[H][H].Cl[C:30]([O:32][CH3:33])=[O:31]. Given the product [C:1]([O:5][C:6]([C@@H:8]([C:14]1[CH:19]=[C:18]([C:30]([O:32][CH3:33])=[O:31])[CH:17]=[CH:16][C:15]=1[S:23][CH:24]([CH3:26])[CH3:25])[CH2:9][C:10]([O:12][CH3:13])=[O:11])=[O:7])([CH3:4])([CH3:3])[CH3:2], predict the reactants needed to synthesize it.